From a dataset of Forward reaction prediction with 1.9M reactions from USPTO patents (1976-2016). Predict the product of the given reaction. (1) The product is: [CH:1]1([N:4]([CH:18]2[CH2:23][CH2:22][N:21]([C:25]3[CH:30]=[CH:29][C:28]([CH3:31])=[CH:27][N:26]=3)[CH2:20][CH2:19]2)[C:5](=[O:17])[C:6]2[CH:7]=[CH:8][C:9]([C:12]3[O:16][CH:15]=[N:14][CH:13]=3)=[CH:10][CH:11]=2)[CH2:3][CH2:2]1. Given the reactants [CH:1]1([N:4]([CH:18]2[CH2:23][CH2:22][NH:21][CH2:20][CH2:19]2)[C:5](=[O:17])[C:6]2[CH:11]=[CH:10][C:9]([C:12]3[O:16][CH:15]=[N:14][CH:13]=3)=[CH:8][CH:7]=2)[CH2:3][CH2:2]1.F[C:25]1[CH:30]=[CH:29][C:28]([CH3:31])=[CH:27][N:26]=1, predict the reaction product. (2) Given the reactants [OH:1][CH2:2][C:3]1[CH:11]=[CH:10][C:6]([C:7]([OH:9])=O)=[C:5]([C:12]2[CH:17]=[CH:16][CH:15]=[CH:14][CH:13]=2)[CH:4]=1.Cl.CN(C)CCCN=C=NCC.ON1C(=O)C2C=CC=CC=2N=N1.Cl.[CH3:43][O:44][C:45](=[O:52])[C@H:46]([CH2:48][CH2:49][S:50][CH3:51])[NH2:47].CN1CCOCC1, predict the reaction product. The product is: [CH3:43][O:44][C:45](=[O:52])[C@H:46]([CH2:48][CH2:49][S:50][CH3:51])[NH:47][C:7](=[O:9])[C:6]1[CH:10]=[CH:11][C:3]([CH2:2][OH:1])=[CH:4][C:5]=1[C:12]1[CH:17]=[CH:16][CH:15]=[CH:14][CH:13]=1. (3) Given the reactants Cl.[NH2:2][CH2:3][C:4]1[CH:9]=[CH:8][C:7]([NH:10][C:11]([N:13]2[C@@H:19]3[CH2:20][N:16]([CH2:17][CH2:18]3)[C:15]3[CH:21]=[CH:22][C:23]([C:25]4[CH:30]=[CH:29][CH:28]=[C:27]([C:31]([F:34])([F:33])[F:32])[CH:26]=4)=[N:24][C:14]2=3)=[O:12])=[CH:6][CH:5]=1.[CH3:35][C:36]1([CH2:39][CH2:40][C:41](ON2C(=O)CCC2=O)=[O:42])[N:38]=[N:37]1.C(N(CC)CC)C.C([O-])(O)=O.[Na+], predict the reaction product. The product is: [CH3:35][C:36]1([CH2:39][CH2:40][C:41]([NH:2][CH2:3][C:4]2[CH:9]=[CH:8][C:7]([NH:10][C:11]([N:13]3[C@@H:19]4[CH2:20][N:16]([CH2:17][CH2:18]4)[C:15]4[CH:21]=[CH:22][C:23]([C:25]5[CH:30]=[CH:29][CH:28]=[C:27]([C:31]([F:34])([F:33])[F:32])[CH:26]=5)=[N:24][C:14]3=4)=[O:12])=[CH:6][CH:5]=2)=[O:42])[N:38]=[N:37]1. (4) Given the reactants [C:1]1([C:7]2[C:16]([CH2:17][N:18]3C(=O)C4C(=CC=CC=4)C3=O)=[C:15]([C:29]3[CH:34]=[CH:33][CH:32]=[CH:31][CH:30]=3)[C:14]3[C:9](=[N:10][CH:11]=[CH:12][CH:13]=3)[N:8]=2)[CH:6]=[CH:5][CH:4]=[CH:3][CH:2]=1.NN, predict the reaction product. The product is: [C:1]1([C:7]2[C:16]([CH2:17][NH2:18])=[C:15]([C:29]3[CH:30]=[CH:31][CH:32]=[CH:33][CH:34]=3)[C:14]3[C:9](=[N:10][CH:11]=[CH:12][CH:13]=3)[N:8]=2)[CH:6]=[CH:5][CH:4]=[CH:3][CH:2]=1. (5) Given the reactants I.[F:2][C:3]1[CH:4]=[C:5]([NH:15][C:16](SC)=[NH:17])[CH:6]=[CH:7][C:8]=1[N:9]1[C:13]([CH3:14])=[N:12][CH:11]=[N:10]1.[Cl:20][CH2:21][CH2:22][CH2:23][CH2:24][CH:25]([C:29]1[CH:34]=[CH:33][C:32]([O:35][CH2:36][C:37]([F:40])([F:39])[F:38])=[CH:31][CH:30]=1)[C:26](O)=O.CN1CCOCC1.C(N(CC)C(C)C)(C)C.[NH2:57][NH2:58], predict the reaction product. The product is: [Cl:20][CH2:21][CH2:22][CH2:23][CH2:24][CH:25]([C:26]1[NH:58][N:57]=[C:16]([NH:15][C:5]2[CH:6]=[CH:7][C:8]([N:9]3[C:13]([CH3:14])=[N:12][CH:11]=[N:10]3)=[C:3]([F:2])[CH:4]=2)[N:17]=1)[C:29]1[CH:34]=[CH:33][C:32]([O:35][CH2:36][C:37]([F:38])([F:39])[F:40])=[CH:31][CH:30]=1. (6) Given the reactants [F:1][C:2]1[CH:15]=[CH:14][C:5]2[S:6][C:7]([C:9]([O:11]CC)=[O:10])=[CH:8][C:4]=2[CH:3]=1.[Li+].[OH-].CO.Cl, predict the reaction product. The product is: [F:1][C:2]1[CH:15]=[CH:14][C:5]2[S:6][C:7]([C:9]([OH:11])=[O:10])=[CH:8][C:4]=2[CH:3]=1.